From a dataset of Reaction yield outcomes from USPTO patents with 853,638 reactions. Predict the reaction yield, written as a fraction of the theoretical maximum amount of product (1.0 means a 100% yield; for example, 0.34 means a 34% yield). (1) The reactants are [N:1]([CH2:4][C@@H:5]1[CH2:9][C@@H:8]([S:10][C:11]([C:24]2[CH:29]=[CH:28][CH:27]=[CH:26][CH:25]=2)([C:18]2[CH:23]=[CH:22][CH:21]=[CH:20][CH:19]=2)[C:12]2[CH:17]=[CH:16][CH:15]=[CH:14][CH:13]=2)[CH2:7][NH:6]1)=[N+:2]=[N-:3].[CH2:30]([N:34]=[C:35]=[O:36])[CH2:31][CH2:32][CH3:33]. The catalyst is C1COCC1. The product is [CH2:30]([NH:34][C:35]([N:6]1[CH2:7][C@H:8]([S:10][C:11]([C:12]2[CH:17]=[CH:16][CH:15]=[CH:14][CH:13]=2)([C:24]2[CH:29]=[CH:28][CH:27]=[CH:26][CH:25]=2)[C:18]2[CH:19]=[CH:20][CH:21]=[CH:22][CH:23]=2)[CH2:9][C@H:5]1[CH2:4][N:1]=[N+:2]=[N-:3])=[O:36])[CH2:31][CH2:32][CH3:33]. The yield is 0.800. (2) The reactants are [N:1]1([CH2:7][CH2:8][OH:9])[CH2:6][CH2:5][NH:4][CH2:3][CH2:2]1.[C:10](OC(=O)C)(=[O:12])[CH3:11]. The catalyst is C(Cl)Cl. The product is [OH:9][CH2:8][CH2:7][N:1]1[CH2:6][CH2:5][N:4]([C:10](=[O:12])[CH3:11])[CH2:3][CH2:2]1. The yield is 0.650.